This data is from Forward reaction prediction with 1.9M reactions from USPTO patents (1976-2016). The task is: Predict the product of the given reaction. (1) Given the reactants [OH:1][C:2]1[C:7]([CH3:8])=[C:6]([OH:9])[CH:5]=[CH:4][C:3]=1[C:10](=[O:15])[CH2:11][CH:12]([CH3:14])[CH3:13].Br[CH2:17][CH2:18][CH2:19][CH2:20][O:21][C:22]1[CH:27]=[CH:26][C:25]([CH2:28][CH2:29][C:30]([O:32][CH3:33])=[O:31])=[CH:24][CH:23]=1, predict the reaction product. The product is: [OH:1][C:2]1[C:7]([CH3:8])=[C:6]([CH:5]=[CH:4][C:3]=1[C:10](=[O:15])[CH2:11][CH:12]([CH3:13])[CH3:14])[O:9][CH2:17][CH2:18][CH2:19][CH2:20][O:21][C:22]1[CH:27]=[CH:26][C:25]([CH2:28][CH2:29][C:30]([O:32][CH3:33])=[O:31])=[CH:24][CH:23]=1. (2) Given the reactants Br[C:2]1[CH:3]=[C:4]([CH:8]([OH:19])[CH2:9][CH2:10][NH:11][C:12](=[O:18])[O:13][C:14]([CH3:17])([CH3:16])[CH3:15])[CH:5]=[CH:6][CH:7]=1.[CH2:20]([OH:23])[C:21]#[CH:22], predict the reaction product. The product is: [OH:19][CH:8]([C:4]1[CH:5]=[CH:6][CH:7]=[C:2]([C:22]#[C:21][CH2:20][OH:23])[CH:3]=1)[CH2:9][CH2:10][NH:11][C:12](=[O:18])[O:13][C:14]([CH3:17])([CH3:16])[CH3:15]. (3) Given the reactants [N:1]([CH2:4][CH2:5][O:6][CH2:7][CH2:8][O:9][CH2:10][CH2:11][O:12][CH2:13][CH2:14][NH:15][C:16](=[O:52])[CH2:17][C@@H:18]([C:45]([O:47]C(C)(C)C)=[O:46])[NH:19][C:20](=[O:44])[CH2:21][CH2:22][CH2:23][CH2:24][CH2:25][CH2:26][CH2:27][CH2:28][CH2:29][CH2:30][CH2:31][CH2:32][CH2:33][CH2:34][CH2:35][CH2:36][C:37]([O:39]C(C)(C)C)=[O:38])=[N+:2]=[N-:3].C(O)(C(F)(F)F)=O, predict the reaction product. The product is: [N:1]([CH2:4][CH2:5][O:6][CH2:7][CH2:8][O:9][CH2:10][CH2:11][O:12][CH2:13][CH2:14][NH:15][C:16](=[O:52])[CH2:17][C@@H:18]([C:45]([OH:47])=[O:46])[NH:19][C:20](=[O:44])[CH2:21][CH2:22][CH2:23][CH2:24][CH2:25][CH2:26][CH2:27][CH2:28][CH2:29][CH2:30][CH2:31][CH2:32][CH2:33][CH2:34][CH2:35][CH2:36][C:37]([OH:39])=[O:38])=[N+:2]=[N-:3]. (4) Given the reactants [N+:1]([C:4]1[CH:15]=[CH:14][CH:13]=[CH:12][C:5]=1[CH2:6][N:7]1[CH2:11][CH2:10][CH2:9][CH2:8]1)([O-])=[O:2], predict the reaction product. The product is: [CH2:9]1[CH2:8][N:7]([CH2:6][C:5]2[C:4]([NH:1][OH:2])=[CH:15][CH:14]=[CH:13][CH:12]=2)[CH2:11][CH2:10]1. (5) Given the reactants [Cl:1][C:2]1[N:3]=[C:4]([N:19]2[CH2:24][CH2:23][O:22][CH2:21][CH2:20]2)[C:5]2[N:10]=[C:9]([CH:11]=CC3C=CC=CC=3)[S:8][C:6]=2[N:7]=1.I(O)(=O)(=O)=[O:26], predict the reaction product. The product is: [Cl:1][C:2]1[N:3]=[C:4]([N:19]2[CH2:24][CH2:23][O:22][CH2:21][CH2:20]2)[C:5]2[N:10]=[C:9]([CH:11]=[O:26])[S:8][C:6]=2[N:7]=1. (6) Given the reactants CCN(C(C)C)C(C)C.Cl.[CH3:11][C@H:12]1[NH:17][CH2:16][C@@H:15]([CH2:18][OH:19])[O:14][CH2:13]1.[NH2:20][C:21]1[N:26]=[C:25](Cl)[CH:24]=[C:23]([Cl:28])[N:22]=1, predict the reaction product. The product is: [NH2:20][C:21]1[N:26]=[C:25]([N:17]2[C@H:12]([CH3:11])[CH2:13][O:14][C@H:15]([CH2:18][OH:19])[CH2:16]2)[CH:24]=[C:23]([Cl:28])[N:22]=1. (7) The product is: [CH2:39]([C:36]1[CH:37]=[CH:38][C:33]([CH2:32][CH2:31][NH:30][C:29]([C:18]2([CH2:21][C:22]3[CH:27]=[CH:26][CH:25]=[CH:24][C:23]=3[F:28])[CH2:17][CH2:16][NH:15][CH2:20][CH2:19]2)=[O:41])=[CH:34][CH:35]=1)[CH3:40]. Given the reactants FC(F)(F)C(O)=O.C(OC([N:15]1[CH2:20][CH2:19][C:18]([C:29](=[O:41])[NH:30][CH2:31][CH2:32][C:33]2[CH:38]=[CH:37][C:36]([CH2:39][CH3:40])=[CH:35][CH:34]=2)([CH2:21][C:22]2[CH:27]=[CH:26][CH:25]=[CH:24][C:23]=2[F:28])[CH2:17][CH2:16]1)=O)(C)(C)C, predict the reaction product. (8) The product is: [B:27]([C:20]1[CH:19]=[C:18]([CH:23]=[C:22]([N+:24]([O-:26])=[O:25])[CH:21]=1)[C:16]([NH:15][CH2:14][CH2:13][CH2:12][CH2:11][CH2:10][CH2:9][CH2:8][CH2:7][CH2:6][CH2:5][CH2:4][C:3]([OH:30])=[O:2])=[O:17])([OH:29])[OH:28]. Given the reactants C[O:2][C:3](=[O:30])[CH2:4][CH2:5][CH2:6][CH2:7][CH2:8][CH2:9][CH2:10][CH2:11][CH2:12][CH2:13][CH2:14][NH:15][C:16]([C:18]1[CH:19]=[C:20]([B:27]([OH:29])[OH:28])[CH:21]=[C:22]([N+:24]([O-:26])=[O:25])[CH:23]=1)=[O:17].[OH-].[Li+].CO, predict the reaction product. (9) Given the reactants FC(F)(F)C([OH:4])=[O:4].[NH2:8][C@@H:9]1[CH2:10][CH2:9][N:8]([CH2:10][CH2:9][N:8]2C3C(=CC=C(C#N)C=3)C=CC2=[O:4])C[C@@H:10]1F.C([N:34](CC)C(C)C)(C)C.O=C1COC2C=CC(C=O)=NC=2N1.[C:53]([O:56][BH-]([O:56][C:53](=[O:55])[CH3:54])[O:56][C:53](=[O:55])[CH3:54])(=[O:55])[CH3:54].[Na+], predict the reaction product. The product is: [OH2:4].[C:9](#[N:8])[CH3:10].[C:53]([O-:56])(=[O:55])[CH3:54].[NH4+:34].